This data is from Catalyst prediction with 721,799 reactions and 888 catalyst types from USPTO. The task is: Predict which catalyst facilitates the given reaction. (1) Reactant: C([O:5][C:6](=[O:35])[CH:7]([CH:32]1[CH2:34][CH2:33]1)[CH2:8][NH:9][C:10]([C:12]1[N:13]=[C:14]([C:30]#[N:31])[C:15]2[C:20]([C:21]=1[OH:22])=[CH:19][CH:18]=[C:17]([O:23][C:24]1[CH:29]=[CH:28][CH:27]=[CH:26][CH:25]=1)[CH:16]=2)=[O:11])(C)(C)C.C(O)(C(F)(F)F)=O. Product: [C:30]([C:14]1[C:15]2[C:20](=[CH:19][CH:18]=[C:17]([O:23][C:24]3[CH:25]=[CH:26][CH:27]=[CH:28][CH:29]=3)[CH:16]=2)[C:21]([OH:22])=[C:12]([C:10]([NH:9][CH2:8][CH:7]([CH:32]2[CH2:34][CH2:33]2)[C:6]([OH:35])=[O:5])=[O:11])[N:13]=1)#[N:31]. The catalyst class is: 91. (2) Reactant: [CH:1]([C:3]1[O:11][C:10]2[C:9]([C:12]3[CH2:17][CH2:16][N:15]([S:18]([N:21]([CH3:23])[CH3:22])(=[O:20])=[O:19])[CH2:14][CH:13]=3)=[CH:8][N:7]=[CH:6][C:5]=2[CH:4]=1)=O.[S:24]1[CH2:30][C:28](=[O:29])[NH:27][C:25]1=S.C([O-])(=[O:33])C.[Na+]. Product: [O:33]=[C:25]1[NH:27][C:28](=[O:29])/[C:30](=[CH:1]/[C:3]2[O:11][C:10]3[C:9]([C:12]4[CH2:17][CH2:16][N:15]([S:18]([N:21]([CH3:22])[CH3:23])(=[O:19])=[O:20])[CH2:14][CH:13]=4)=[CH:8][N:7]=[CH:6][C:5]=3[CH:4]=2)/[S:24]1. The catalyst class is: 15. (3) Reactant: Cl[CH2:2][C:3]1[CH:4]=[C:5]([CH3:15])[C:6]([O:9][CH2:10][C:11]([F:14])([F:13])[F:12])=[N:7][CH:8]=1.[N-:16]=[N+:17]=[N-:18].[Na+].O. Product: [N:16]([CH2:2][C:3]1[CH:4]=[C:5]([CH3:15])[C:6]([O:9][CH2:10][C:11]([F:14])([F:13])[F:12])=[N:7][CH:8]=1)=[N+:17]=[N-:18]. The catalyst class is: 44.